From a dataset of Forward reaction prediction with 1.9M reactions from USPTO patents (1976-2016). Predict the product of the given reaction. (1) Given the reactants Cl[C:2]1[CH:7]=[CH:6][CH:5]=[CH:4][C:3]=1[N+:8]([O-:10])=[O:9].[CH2:11]([O:14][CH2:15][CH2:16][O:17][CH2:18][CH2:19][NH2:20])[C:12]#[CH:13], predict the reaction product. The product is: [N+:8]([C:3]1[CH:4]=[CH:5][CH:6]=[CH:7][C:2]=1[NH:20][CH2:19][CH2:18][O:17][CH2:16][CH2:15][O:14][CH2:11][C:12]#[CH:13])([O-:10])=[O:9]. (2) Given the reactants [CH:1]1([N:4]2[C:13]3[C:8](=[CH:9][C:10]([F:16])=[C:11]([F:15])[C:12]=3[OH:14])[C:7](=[O:17])[C:6]([C:18]([O:20][CH2:21][CH3:22])=[O:19])=[CH:5]2)[CH2:3][CH2:2]1.I[CH:24]([CH3:26])[CH3:25].C([O-])([O-])=O.[K+].[K+], predict the reaction product. The product is: [CH:1]1([N:4]2[C:13]3[C:8](=[CH:9][C:10]([F:16])=[C:11]([F:15])[C:12]=3[O:14][CH:24]([CH3:26])[CH3:25])[C:7](=[O:17])[C:6]([C:18]([O:20][CH2:21][CH3:22])=[O:19])=[CH:5]2)[CH2:2][CH2:3]1. (3) Given the reactants [C:1](Cl)(Cl)=[O:2].[NH2:5][C:6]1[CH:11]=[CH:10][CH:9]=[C:8]([CH3:12])[N:7]=1.C(N(CC)CC)C.[C:20]([OH:24])([CH3:23])([CH3:22])[CH3:21].[OH-].[Na+], predict the reaction product. The product is: [C:20]([O:24][C:1](=[O:2])[NH:5][C:6]1[CH:11]=[CH:10][CH:9]=[C:8]([CH3:12])[N:7]=1)([CH3:23])([CH3:22])[CH3:21]. (4) Given the reactants [Cl:1][C:2]1[CH:7]=[CH:6][C:5]([F:8])=[CH:4][C:3]=1[O:9][C:10]1[CH:15]=[CH:14][C:13](I)=[CH:12][CH:11]=1.[NH:17]1[CH:21]=[C:20]([C:22]([O:24][CH2:25][CH3:26])=[O:23])[CH:19]=[N:18]1.C(=O)([O-])[O-].[K+].[K+].CN[C@@H]1CCCC[C@H]1NC, predict the reaction product. The product is: [Cl:1][C:2]1[CH:7]=[CH:6][C:5]([F:8])=[CH:4][C:3]=1[O:9][C:10]1[CH:15]=[CH:14][C:13]([N:17]2[CH:21]=[C:20]([C:22]([O:24][CH2:25][CH3:26])=[O:23])[CH:19]=[N:18]2)=[CH:12][CH:11]=1. (5) Given the reactants NC1C=CC=CC=1[N:8]1[C:12](=[O:13])[CH:11]([CH2:14][C:15]([OH:17])=O)[S:10][CH:9]1[NH:18][C:19]1[CH:24]=[CH:23][CH:22]=[CH:21][CH:20]=1.Cl.CN(C)[CH2:28][CH2:29][CH2:30][N:31]=C=NCC.[CH3:37][C:38]#N.C(Cl)Cl.C[N:44]([CH:46]=O)C, predict the reaction product. The product is: [NH2:31][C:30]1[CH:29]=[CH:28][CH:38]=[CH:37][C:46]=1[NH:44][C:15](=[O:17])[CH2:14][CH:11]1[S:10][C:9]([NH:18][C:19]2[CH:20]=[CH:21][CH:22]=[CH:23][CH:24]=2)=[N:8][C:12]1=[O:13].